Dataset: Reaction yield outcomes from USPTO patents with 853,638 reactions. Task: Predict the reaction yield, written as a fraction of the theoretical maximum amount of product (1.0 means a 100% yield; for example, 0.34 means a 34% yield). (1) The reactants are [F:1][C:2]1[CH:17]=[CH:16][C:5]([O:6][C:7]2[CH:14]=[CH:13][C:12]([Cl:15])=[CH:11][C:8]=2[C:9]#[N:10])=[C:4]([OH:18])[CH:3]=1.[Br:19]NC(=O)CCC(N)=O. The catalyst is C(Cl)Cl. The product is [Br:19][C:17]1[C:2]([F:1])=[CH:3][C:4]([OH:18])=[C:5]([CH:16]=1)[O:6][C:7]1[CH:14]=[CH:13][C:12]([Cl:15])=[CH:11][C:8]=1[C:9]#[N:10]. The yield is 0.920. (2) The reactants are [CH3:1][O:2][C:3]1[CH:4]=[C:5]2[C:9](=[CH:10][CH:11]=1)[NH:8][C:7](=[O:12])[CH2:6]2.[CH2:13]([N:15]([CH2:30][CH3:31])[CH2:16][CH2:17][CH2:18][NH:19][C:20]([C:22]1[NH:23][C:24]([CH:28]=O)=[CH:25][C:26]=1[CH3:27])=[O:21])[CH3:14]. No catalyst specified. The product is [CH2:30]([N:15]([CH2:13][CH3:14])[CH2:16][CH2:17][CH2:18][NH:19][C:20]([C:22]1[NH:23][C:24]([CH:28]=[C:6]2[C:5]3[C:9](=[CH:10][CH:11]=[C:3]([O:2][CH3:1])[CH:4]=3)[NH:8][C:7]2=[O:12])=[CH:25][C:26]=1[CH3:27])=[O:21])[CH3:31]. The yield is 0.390. (3) The reactants are [O-]P([O-])([O-])=O.[K+].[K+].[K+].[C:9]([O:13][C:14]([N:16]1[CH2:20][CH2:19][C@H:18]([O:21][C:22]2[CH:23]=[CH:24][C:25]3[O:30][CH2:29][CH2:28][NH:27][C:26]=3[CH:31]=2)[CH2:17]1)=[O:15])([CH3:12])([CH3:11])[CH3:10].[CH3:32][O:33][C:34](=[O:44])[C:35]1[CH:40]=[C:39](Br)[CH:38]=[N:37][C:36]=1[O:42][CH3:43]. The catalyst is C1(C)C=CC=CC=1. The product is [CH3:32][O:33][C:34](=[O:44])[C:35]1[CH:40]=[C:39]([N:27]2[C:26]3[CH:31]=[C:22]([O:21][C@H:18]4[CH2:19][CH2:20][N:16]([C:14]([O:13][C:9]([CH3:12])([CH3:10])[CH3:11])=[O:15])[CH2:17]4)[CH:23]=[CH:24][C:25]=3[O:30][CH2:29][CH2:28]2)[CH:38]=[N:37][C:36]=1[O:42][CH3:43]. The yield is 0.510. (4) The reactants are C([O:3][C:4](=[O:32])[C:5]([O:24][C:25]1[CH:30]=[CH:29][C:28]([F:31])=[CH:27][CH:26]=1)([CH3:23])[CH2:6][C:7]1[CH:12]=[CH:11][C:10]([O:13][CH2:14][CH2:15][CH:16]2[CH2:20][NH:19][C:18](=[O:21])[N:17]2[CH3:22])=[CH:9][CH:8]=1)C.[H-].[Na+].[CH3:35][C:36]1[CH:37]=[C:38]([CH:41]=[CH:42][C:43]=1[CH3:44])[CH2:39]Cl. The catalyst is CN(C=O)C.CCOCC.Cl. The product is [CH3:35][C:36]1[CH:37]=[C:38]([CH:41]=[CH:42][C:43]=1[CH3:44])[CH2:39][N:19]1[CH2:20][CH:16]([CH2:15][CH2:14][O:13][C:10]2[CH:9]=[CH:8][C:7]([CH2:6][C:5]([O:24][C:25]3[CH:30]=[CH:29][C:28]([F:31])=[CH:27][CH:26]=3)([CH3:23])[C:4]([OH:3])=[O:32])=[CH:12][CH:11]=2)[N:17]([CH3:22])[C:18]1=[O:21]. The yield is 0.560. (5) The reactants are [Cl:1][C:2]1[CH:7]=[CH:6][C:5]([O:8][C:9]2[CH:14]=[CH:13][C:12]([CH2:15]Cl)=[CH:11][CH:10]=2)=[CH:4][C:3]=1[C:17]([F:20])([F:19])[F:18].[N:21]1([CH2:30][C:31]2[C:32](=[O:38])[NH:33][C:34](=[S:37])[NH:35][CH:36]=2)[C:29]2[C:24](=[CH:25][CH:26]=[CH:27][CH:28]=2)[CH:23]=[CH:22]1.C([O-])([O-])=O.[K+].[K+]. The catalyst is CN(C=O)C. The product is [Cl:1][C:2]1[CH:7]=[CH:6][C:5]([O:8][C:9]2[CH:14]=[CH:13][C:12]([CH2:15][S:37][C:34]3[NH:35][CH:36]=[C:31]([CH2:30][N:21]4[C:29]5[C:24](=[CH:25][CH:26]=[CH:27][CH:28]=5)[CH:23]=[CH:22]4)[C:32](=[O:38])[N:33]=3)=[CH:11][CH:10]=2)=[CH:4][C:3]=1[C:17]([F:20])([F:19])[F:18]. The yield is 0.0844. (6) The reactants are [CH3:1][S:2][C:3]1[NH:4][C:5](=O)[C:6]2[C:11]([C:12]3[CH:17]=[CH:16][CH:15]=[CH:14][CH:13]=3)=[CH:10][O:9][C:7]=2[N:8]=1.O=P(Cl)(Cl)[Cl:21]. No catalyst specified. The product is [Cl:21][C:5]1[C:6]2[C:11]([C:12]3[CH:17]=[CH:16][CH:15]=[CH:14][CH:13]=3)=[CH:10][O:9][C:7]=2[N:8]=[C:3]([S:2][CH3:1])[N:4]=1. The yield is 0.830. (7) The reactants are [Cl:1][C:2]1[C:3]([CH2:29]Cl)=[CH:4][C:5]2[N:9]=[C:8]([CH2:10][CH3:11])[N:7]([C:12]3[CH:17]=[CH:16][C:15]([CH2:18][CH2:19][O:20][Si:21]([C:24]([CH3:27])([CH3:26])[CH3:25])([CH3:23])[CH3:22])=[CH:14][CH:13]=3)[C:6]=2[CH:28]=1.[C:31]([OH:35])(=[O:34])[CH2:32][CH3:33].C([O-])(O)=O.[Na+].O. The catalyst is CN(C)C=O. The product is [C:31]([O:35][CH2:29][C:3]1[C:2]([Cl:1])=[CH:28][C:6]2[N:7]([C:12]3[CH:17]=[CH:16][C:15]([CH2:18][CH2:19][O:20][Si:21]([C:24]([CH3:27])([CH3:26])[CH3:25])([CH3:22])[CH3:23])=[CH:14][CH:13]=3)[C:8]([CH2:10][CH3:11])=[N:9][C:5]=2[CH:4]=1)(=[O:34])[CH2:32][CH3:33]. The yield is 0.530. (8) The reactants are [C:1]([NH:5][C:6](=[O:8])[OH:7])([CH3:4])([CH3:3])[CH3:2].C[O:10][CH2:11][C:12]1([S:15]([NH2:18])(=[O:17])=[O:16])[CH2:14][CH2:13]1.[CH2:19]([N:22]=C=O)[CH2:20][CH3:21]. No catalyst specified. The product is [C:1]([NH:5][C:6](=[O:7])[OH:8])([CH3:4])([CH3:3])[CH3:2].[CH2:19]([NH:22][C:11]([C:12]1([S:15]([NH2:18])(=[O:17])=[O:16])[CH2:14][CH2:13]1)=[O:10])[CH2:20][CH3:21]. The yield is 1.00. (9) The reactants are [C:1]([C:3]1[CH:4]=[CH:5][C:6]2[N:11]3[C:12](=[O:21])[O:13][C@H:14]([CH2:15]CS([O-])(=O)=O)[C@@H:10]3[CH2:9][O:8][C:7]=2[CH:22]=1)#[N:2].[K].[C:24]1(=[O:34])[NH:28][C:27](=[O:29])[C:26]2=[CH:30][CH:31]=[CH:32][CH:33]=[C:25]12. No catalyst specified. The product is [O:29]=[C:27]1[C:26]2[C:25](=[CH:33][CH:32]=[CH:31][CH:30]=2)[C:24](=[O:34])[N:28]1[CH2:15][C@H:14]1[C@H:10]2[N:11]([C:6]3[CH:5]=[CH:4][C:3]([C:1]#[N:2])=[CH:22][C:7]=3[O:8][CH2:9]2)[C:12](=[O:21])[O:13]1. The yield is 0.797. (10) The catalyst is CCOC(C)=O.O. The yield is 0.830. The reactants are [N+:1]([C:4]1[CH:9]=[CH:8][CH:7]=[C:6]([CH3:10])[C:5]=1[NH:11][C:12]1[N:13]=[CH:14][C:15]2[CH:21]=[C:20]([C:22]3[C:27]([Cl:28])=[C:26]([O:29][CH3:30])[CH:25]=[C:24]([O:31][CH3:32])[C:23]=3[Cl:33])[C:19](=[O:34])[N:18]([CH3:35])[C:16]=2[N:17]=1)([O-])=O.O.[Sn](Cl)Cl.C(=O)(O)[O-].[Na+]. The product is [NH2:1][C:4]1[CH:9]=[CH:8][CH:7]=[C:6]([CH3:10])[C:5]=1[NH:11][C:12]1[N:13]=[CH:14][C:15]2[CH:21]=[C:20]([C:22]3[C:23]([Cl:33])=[C:24]([O:31][CH3:32])[CH:25]=[C:26]([O:29][CH3:30])[C:27]=3[Cl:28])[C:19](=[O:34])[N:18]([CH3:35])[C:16]=2[N:17]=1.